Predict the product of the given reaction. From a dataset of Forward reaction prediction with 1.9M reactions from USPTO patents (1976-2016). (1) Given the reactants Br[C:2]1[N:6]2[CH:7]=[CH:8][C:9]([CH:11]([CH3:13])[CH3:12])=[N:10][C:5]2=[N:4][CH:3]=1.CC1(C)C(C)(C)OB([C:22]2[CH:23]=[C:24]([C:28]3[C:29]([C:34]#[N:35])=[CH:30][CH:31]=[CH:32][CH:33]=3)[CH:25]=[CH:26][CH:27]=2)O1, predict the reaction product. The product is: [CH:11]([C:9]1[CH:8]=[CH:7][N:6]2[C:2]([C:26]3[CH:25]=[C:24]([C:28]4[C:29]([C:34]#[N:35])=[CH:30][CH:31]=[CH:32][CH:33]=4)[CH:23]=[CH:22][CH:27]=3)=[CH:3][N:4]=[C:5]2[N:10]=1)([CH3:13])[CH3:12]. (2) Given the reactants [NH2:1][C:2]1[CH:3]=[C:4]2[C:9](=[CH:10][CH:11]=1)[N:8]=[CH:7][C:6]([C:12]#[N:13])=[C:5]2[NH:14][C:15]1[CH:20]=[CH:19][C:18]([F:21])=[C:17]([Cl:22])[CH:16]=1.[CH3:23][C:24]1[N:28]([CH2:29][CH2:30][N:31]2[CH2:36][CH2:35][O:34][CH2:33][CH2:32]2)[CH:27]=[N:26][C:25]=1[CH:37]=O.[BH3-]C#N.[Na+], predict the reaction product. The product is: [Cl:22][C:17]1[CH:16]=[C:15]([NH:14][C:5]2[C:4]3[C:9](=[CH:10][CH:11]=[C:2]([NH:1][CH2:37][C:25]4[N:26]=[CH:27][N:28]([CH2:29][CH2:30][N:31]5[CH2:32][CH2:33][O:34][CH2:35][CH2:36]5)[C:24]=4[CH3:23])[CH:3]=3)[N:8]=[CH:7][C:6]=2[C:12]#[N:13])[CH:20]=[CH:19][C:18]=1[F:21]. (3) Given the reactants [O:1]1[CH2:5][CH2:4][N:3]([CH2:6][CH2:7][O:8][C:9]2[CH:28]=[CH:27][C:12]3[CH:13]=[C:14](/[CH:16]=[CH:17]/[C:18]4[CH:23]=[CH:22][C:21]([N:24]([CH3:26])[CH3:25])=[CH:20][CH:19]=4)[O:15][C:11]=3[CH:10]=2)[CH2:2]1.CCOC(C)=O.[ClH:35], predict the reaction product. The product is: [ClH:35].[O:1]1[CH2:5][CH2:4][N:3]([CH2:6][CH2:7][O:8][C:9]2[CH:28]=[CH:27][C:12]3[CH:13]=[C:14](/[CH:16]=[CH:17]/[C:18]4[CH:19]=[CH:20][C:21]([N:24]([CH3:26])[CH3:25])=[CH:22][CH:23]=4)[O:15][C:11]=3[CH:10]=2)[CH2:2]1. (4) The product is: [Br:18][CH2:19][C:20]([NH:8][CH2:7][CH2:6][O:5][C:4]1[CH:9]=[CH:10][CH:11]=[C:2]([F:1])[CH:3]=1)=[O:21]. Given the reactants [F:1][C:2]1[CH:3]=[C:4]([CH:9]=[CH:10][CH:11]=1)[O:5][CH2:6][CH2:7][NH2:8].C(=O)([O-])[O-].[K+].[K+].[Br:18][CH2:19][C:20](Br)=[O:21].O, predict the reaction product. (5) Given the reactants [C:1]([C:5]1[CH:10]=[C:9](Cl)[N:8]=[C:7]([CH3:12])[N:6]=1)([CH3:4])([CH3:3])[CH3:2].[NH:13]1[CH2:18][CH2:17][NH:16][CH2:15][CH2:14]1, predict the reaction product. The product is: [C:1]([C:5]1[CH:10]=[C:9]([N:13]2[CH2:18][CH2:17][NH:16][CH2:15][CH2:14]2)[N:8]=[C:7]([CH3:12])[N:6]=1)([CH3:4])([CH3:3])[CH3:2]. (6) Given the reactants [CH3:1][C:2]1[CH:7]=[C:6]([N:8]2[CH2:12][CH2:11][CH:10]([N:13]3[CH2:17][CH2:16][CH2:15][CH:14]3[CH3:18])[CH2:9]2)[CH:5]=[CH:4][C:3]=1[NH2:19].[Cl:20][C:21]1[C:22]([NH:30][CH2:31][CH2:32][OH:33])=[N:23][CH:24]=[C:25]([CH:29]=1)[C:26](O)=[O:27], predict the reaction product. The product is: [Cl:20][C:21]1[C:22]([NH:30][CH2:31][CH2:32][OH:33])=[N:23][CH:24]=[C:25]([CH:29]=1)[C:26]([NH:19][C:3]1[CH:4]=[CH:5][C:6]([N:8]2[CH2:12][CH2:11][CH:10]([N:13]3[CH2:17][CH2:16][CH2:15][CH:14]3[CH3:18])[CH2:9]2)=[CH:7][C:2]=1[CH3:1])=[O:27]. (7) The product is: [CH3:1][C:2]1[C:3]([C:18]2[CH:23]=[CH:22][CH:21]=[C:20]([C:24]([F:27])([F:26])[F:25])[CH:19]=2)=[N:4][C:5]2[C:10]([C:11]=1[C:12]([O:14][CH3:15])=[O:13])=[CH:9][C:8]([S:44]([CH3:29])(=[O:48])=[O:45])=[CH:7][CH:6]=2. Given the reactants [CH3:1][C:2]1[C:3]([C:18]2[CH:23]=[CH:22][CH:21]=[C:20]([C:24]([F:27])([F:26])[F:25])[CH:19]=2)=[N:4][C:5]2[C:10]([C:11]=1[C:12]([O:14][CH3:15])=[O:13])=[CH:9][C:8](SC)=[CH:7][CH:6]=2.Cl[C:29]1C=C(C=CC=1)C(OO)=O.C(=O)(O)[O-].[Na+].[S:44]([O-:48])([O-])(=O)=[O:45].[Na+].[Na+], predict the reaction product. (8) Given the reactants [C:1](B(O)O)([CH3:3])=[CH2:2].[Br:7][C:8]1[C:13]([O:14][CH3:15])=[CH:12][CH:11]=[C:10](I)[N:9]=1.C(=O)([O-])[O-].[Na+].[Na+].O, predict the reaction product. The product is: [Br:7][C:8]1[C:13]([O:14][CH3:15])=[CH:12][CH:11]=[C:10]([C:1]([CH3:3])=[CH2:2])[N:9]=1.